From a dataset of Forward reaction prediction with 1.9M reactions from USPTO patents (1976-2016). Predict the product of the given reaction. (1) Given the reactants [F:1][C:2]1[C:14]2[C:13]3[C:8](=[CH:9][CH:10]=[CH:11][C:12]=3[F:15])[NH:7][C:6]=2[CH:5]=[CH:4][CH:3]=1.[OH-].[K+].[CH2:18]([CH:20]1[O:22][CH2:21]1)Br, predict the reaction product. The product is: [F:1][C:2]1[C:14]2[C:13]3[C:8](=[CH:9][CH:10]=[CH:11][C:12]=3[F:15])[N:7]([CH2:18][CH:20]3[CH2:21][O:22]3)[C:6]=2[CH:5]=[CH:4][CH:3]=1. (2) Given the reactants [OH:1][C:2]1[CH:3]=[C:4]([C:9](=[O:11])[CH3:10])[CH:5]=[CH:6][C:7]=1[OH:8].C(=O)([O-])[O-].[K+].[K+].[CH2:18](Br)[C:19]1[CH:24]=[CH:23][CH:22]=[CH:21][CH:20]=1, predict the reaction product. The product is: [CH2:18]([O:8][C:7]1[CH:6]=[CH:5][C:4]([C:9](=[O:11])[CH3:10])=[CH:3][C:2]=1[OH:1])[C:19]1[CH:24]=[CH:23][CH:22]=[CH:21][CH:20]=1.